Dataset: Full USPTO retrosynthesis dataset with 1.9M reactions from patents (1976-2016). Task: Predict the reactants needed to synthesize the given product. The reactants are: [NH2:1][C:2]1[CH:15]=[CH:14][CH:13]=[CH:12][C:3]=1[C:4]([C:6]1[CH:11]=[CH:10][CH:9]=[CH:8][CH:7]=1)=[O:5].[O:16]1[C:21]2C=CC=C[C:20]=2C=CN1.C1([Mg]Br)C=CC=CC=1. Given the product [C:21]([NH:1][C:2]1[CH:15]=[CH:14][CH:13]=[CH:12][C:3]=1[C:4]([C:6]1[CH:11]=[CH:10][CH:9]=[CH:8][CH:7]=1)=[O:5])(=[O:16])[CH3:20], predict the reactants needed to synthesize it.